This data is from Full USPTO retrosynthesis dataset with 1.9M reactions from patents (1976-2016). The task is: Predict the reactants needed to synthesize the given product. (1) Given the product [F:1][C:2]([F:7])([F:6])[C:3]([OH:5])=[O:4].[NH2:26][C@@H:27]([CH:38]([CH3:40])[CH3:39])[C:28]([N:30]1[CH2:34][CH2:33][CH2:32][C@@H:31]1[C:35]([NH:8][CH:9]([CH:16]([CH3:18])[CH3:17])[C@H:10]([OH:15])[C:11]([F:12])([F:13])[F:14])=[O:36])=[O:29], predict the reactants needed to synthesize it. The reactants are: [F:1][C:2]([F:7])([F:6])[C:3]([OH:5])=[O:4].[NH2:8][CH:9]([CH:16]([CH3:18])[CH3:17])[C@H:10]([OH:15])[C:11]([F:14])([F:13])[F:12].C(OC([NH:26][C@@H:27]([CH:38]([CH3:40])[CH3:39])[C:28]([N:30]1[CH2:34][CH2:33][CH2:32][C@@H:31]1[C:35](O)=[O:36])=[O:29])=O)(C)(C)C.O.OC1C2N=NNC=2C=CC=1.CCN=C=NCCCN(C)C.Cl.CN1CCOCC1. (2) Given the product [CH3:1][C:2]([CH3:36])([CH3:35])[CH:3]([C:29]1[CH:34]=[CH:33][CH:32]=[CH:31][CH:30]=1)[CH2:4][C:5]1[N:6]=[CH:7][NH:8][CH:9]=1, predict the reactants needed to synthesize it. The reactants are: [CH3:1][C:2]([CH3:36])([CH3:35])[C:3]([C:29]1[CH:34]=[CH:33][CH:32]=[CH:31][CH:30]=1)=[CH:4][C:5]1[N:6]=[CH:7][N:8](C(C2C=CC=CC=2)(C2C=CC=CC=2)C2C=CC=CC=2)[CH:9]=1.ClCCl.